This data is from Forward reaction prediction with 1.9M reactions from USPTO patents (1976-2016). The task is: Predict the product of the given reaction. (1) Given the reactants [CH3:1][C@@:2]12[CH2:14][C:13]3[C:8](=[CH:9][CH:10]=[CH:11][CH:12]=3)[C@@H:3]1[NH:4][CH2:5][CH2:6][CH2:7]2.[ClH:15], predict the reaction product. The product is: [ClH:15].[CH3:1][C@:2]12[CH2:14][C:13]3[C:8](=[CH:9][CH:10]=[CH:11][CH:12]=3)[C@H:3]1[NH:4][CH2:5][CH2:6][CH2:7]2. (2) The product is: [NH4+:14].[OH-:2].[CH3:1][O:2][C:3]1[CH:8]=[C:7]([C:9]([F:12])([F:11])[F:10])[CH:6]=[CH:5][C:4]=1[C:13]1[C:22]2[C:17](=[CH:18][C:19]([S:23]([NH:33][C:29]3[S:28][CH:32]=[CH:31][N:30]=3)(=[O:25])=[O:24])=[CH:20][CH:21]=2)[N:16]=[C:15]([CH3:27])[N:14]=1. Given the reactants [CH3:1][O:2][C:3]1[CH:8]=[C:7]([C:9]([F:12])([F:11])[F:10])[CH:6]=[CH:5][C:4]=1[C:13]1[C:22]2[C:17](=[CH:18][C:19]([S:23](Cl)(=[O:25])=[O:24])=[CH:20][CH:21]=2)[N:16]=[C:15]([CH3:27])[N:14]=1.[S:28]1[CH:32]=[CH:31][N:30]=[C:29]1[NH2:33].CN1C=CN=C1, predict the reaction product. (3) Given the reactants [CH2:1]([O:8][C:9]1[CH:10]=[CH:11][C:12]([S:18]([NH2:21])(=[O:20])=[O:19])=[N:13][C:14]=1[N+:15]([O-:17])=[O:16])[C:2]1[CH:7]=[CH:6][CH:5]=[CH:4][CH:3]=1.[CH3:22][C:23]1[CH:50]=[CH:49][CH:48]=[C:47]([CH3:51])[C:24]=1[O:25][C:26]1[C:31]([C:32](O)=[O:33])=[CH:30][CH:29]=[C:28]([C:35]2[CH:40]=[C:39]([O:41][CH2:42][CH:43]([CH3:45])[CH3:44])[CH:38]=[C:37]([F:46])[CH:36]=2)[N:27]=1.CN(C(ON1N=NC2C=CC=NC1=2)=[N+](C)C)C.F[P-](F)(F)(F)(F)F.C(=O)([O-])[O-].[K+].[K+], predict the reaction product. The product is: [CH2:1]([O:8][C:9]1[CH:10]=[CH:11][C:12]([S:18]([NH:21][C:32]([C:31]2[C:26]([O:25][C:24]3[C:23]([CH3:22])=[CH:50][CH:49]=[CH:48][C:47]=3[CH3:51])=[N:27][C:28]([C:35]3[CH:40]=[C:39]([O:41][CH2:42][CH:43]([CH3:45])[CH3:44])[CH:38]=[C:37]([F:46])[CH:36]=3)=[CH:29][CH:30]=2)=[O:33])(=[O:20])=[O:19])=[N:13][C:14]=1[N+:15]([O-:17])=[O:16])[C:2]1[CH:7]=[CH:6][CH:5]=[CH:4][CH:3]=1. (4) Given the reactants [CH3:1][O:2][C:3]1[CH:8]=[CH:7][CH:6]=[C:5]([O:9][CH3:10])[C:4]=1[CH:11]1[NH:16][C:15](=[O:17])[CH2:14][CH2:13][CH2:12]1.Br[CH2:19][C:20]1[CH:25]=[CH:24][C:23]([C:26]([F:29])([F:28])[F:27])=[CH:22][CH:21]=1, predict the reaction product. The product is: [CH3:1][O:2][C:3]1[CH:8]=[CH:7][CH:6]=[C:5]([O:9][CH3:10])[C:4]=1[CH:11]1[N:16]([CH2:19][C:20]2[CH:21]=[CH:22][C:23]([C:26]([F:27])([F:28])[F:29])=[CH:24][CH:25]=2)[C:15](=[O:17])[CH2:14][CH2:13][CH2:12]1. (5) The product is: [CH2:15]([O:14][C:12]([C:11]1[N:1]=[C:2]2[CH:7]=[CH:6][CH:5]=[C:4]([Cl:8])[N:3]2[CH:10]=1)=[O:13])[CH3:16]. Given the reactants [NH2:1][C:2]1[CH:7]=[CH:6][CH:5]=[C:4]([Cl:8])[N:3]=1.Br[CH2:10][C:11](=O)[C:12]([O:14][CH2:15][CH3:16])=[O:13].C(OCC)(=O)C, predict the reaction product.